From a dataset of Full USPTO retrosynthesis dataset with 1.9M reactions from patents (1976-2016). Predict the reactants needed to synthesize the given product. (1) Given the product [F:2][C:3]1[CH:11]=[CH:10][CH:9]=[CH:8][C:4]=1[CH2:5][NH:6][N:7]=[CH:18][C:17]([O:21][CH2:22][CH3:23])=[O:20], predict the reactants needed to synthesize it. The reactants are: Cl.[F:2][C:3]1[CH:11]=[CH:10][CH:9]=[CH:8][C:4]=1[CH2:5][NH:6][NH2:7].C([O-])(=O)C.[Na+].[C:17]([O:21][CH2:22][CH3:23])(=[O:20])[CH:18]=O. (2) Given the product [F:30][C:21]1[C:20]([O:19][C:13]2[C:12]3[C:17](=[CH:18][C:9]([OH:8])=[C:10]([O:31][CH3:32])[CH:11]=3)[N:16]=[N:15][CH:14]=2)=[CH:28][CH:27]=[C:26]2[C:22]=1[CH:23]=[C:24]([CH3:29])[NH:25]2, predict the reactants needed to synthesize it. The reactants are: C([O:8][C:9]1[CH:18]=[C:17]2[C:12]([C:13]([O:19][C:20]3[C:21]([F:30])=[C:22]4[C:26](=[CH:27][CH:28]=3)[NH:25][C:24]([CH3:29])=[CH:23]4)=[CH:14][N:15]=[N:16]2)=[CH:11][C:10]=1[O:31][CH3:32])C1C=CC=CC=1.C([O-])=O.[NH4+].O. (3) Given the product [CH2:10]([S:8][C:5]1[CH:6]=[CH:7][C:2]([F:1])=[CH:3][CH:4]=1)[CH3:11], predict the reactants needed to synthesize it. The reactants are: [F:1][C:2]1[CH:7]=[CH:6][C:5]([SH:8])=[CH:4][CH:3]=1.Br[CH2:10][CH3:11].C([O-])([O-])=O.[Cs+].[Cs+]. (4) Given the product [F:25][C:10]([F:9])([S:21]([O:4][CH2:3][C:2]([F:8])([F:1])[CH:5]([F:7])[F:6])(=[O:23])=[O:22])[C:11]([F:19])([F:20])[C:12]([F:18])([F:17])[C:13]([F:16])([F:15])[F:14], predict the reactants needed to synthesize it. The reactants are: [F:1][C:2]([F:8])([CH:5]([F:7])[F:6])[CH2:3][OH:4].[F:9][C:10]([F:25])([S:21](F)(=[O:23])=[O:22])[C:11]([F:20])([F:19])[C:12]([F:18])([F:17])[C:13]([F:16])([F:15])[F:14].[OH-].[K+]. (5) Given the product [F:1][C:2]1[CH:3]=[CH:4][C:5]([CH2:6][O:7][C:8]2[CH:13]=[CH:12][N:11]([CH2:14][CH2:15][C:16]3[CH:21]=[CH:20][C:19]([CH2:22][N:35]([CH3:34])[CH2:36][CH2:37][CH3:38])=[C:18]([O:24][CH3:25])[CH:17]=3)[C:10](=[O:26])[CH:9]=2)=[CH:27][CH:28]=1, predict the reactants needed to synthesize it. The reactants are: [F:1][C:2]1[CH:28]=[CH:27][C:5]([CH2:6][O:7][C:8]2[CH:13]=[CH:12][N:11]([CH2:14][CH2:15][C:16]3[CH:21]=[CH:20][C:19]([CH2:22]O)=[C:18]([O:24][CH3:25])[CH:17]=3)[C:10](=[O:26])[CH:9]=2)=[CH:4][CH:3]=1.C(NCC)C.[CH3:34][NH:35][CH2:36][CH2:37][CH3:38]. (6) Given the product [Br:1][C:2]1[CH:15]=[C:14]2[C:5]([O:6][C@@H:7]3[C@@H:12]([C:13]2=[O:16])[CH2:11][CH2:10][CH2:9][CH2:8]3)=[CH:4][CH:3]=1, predict the reactants needed to synthesize it. The reactants are: [Br:1][C:2]1[CH:15]=[C:14]2[C:5]([O:6][C:7]3[CH2:8][CH2:9][CH2:10][CH2:11][C:12]=3[C:13]2=[O:16])=[CH:4][CH:3]=1.CCC(C)[BH-](C(C)CC)C(C)CC.[Li+]. (7) Given the product [CH:2]1[C:3]([NH:26][CH2:27][CH2:28][NH:29][CH2:30][CH2:31][OH:32])=[C:4]2[C:22]([C:21]3[C:20]([OH:24])=[CH:19][CH:18]=[C:17]([OH:25])[C:16]=3[C:14](=[O:15])[C:5]2=[C:6]([NH:7][CH2:8][CH2:9][NH:10][CH2:11][CH2:12][OH:13])[CH:1]=1)=[O:23], predict the reactants needed to synthesize it. The reactants are: [CH:1]1[C:6]([NH:7][CH2:8][CH2:9][NH:10][CH2:11][CH2:12][OH:13])=[C:5]2[C:14]([C:16]3[C:21]([C:22](=[O:23])[C:4]2=[C:3]([NH:26][CH2:27][CH2:28][NH:29][CH2:30][CH2:31][OH:32])[CH:2]=1)=[C:20]([OH:24])[CH:19]=[CH:18][C:17]=3[OH:25])=[O:15].Cl.C(N(CC)CC)C.